Dataset: NCI-60 drug combinations with 297,098 pairs across 59 cell lines. Task: Regression. Given two drug SMILES strings and cell line genomic features, predict the synergy score measuring deviation from expected non-interaction effect. (1) Cell line: HL-60(TB). Synergy scores: CSS=68.7, Synergy_ZIP=0.0757, Synergy_Bliss=0.244, Synergy_Loewe=0.689, Synergy_HSA=5.45. Drug 1: C1=CC=C(C=C1)NC(=O)CCCCCCC(=O)NO. Drug 2: CC1=C(C(=O)C2=C(C1=O)N3CC4C(C3(C2COC(=O)N)OC)N4)N. (2) Drug 1: CC1=C(C(CCC1)(C)C)C=CC(=CC=CC(=CC(=O)O)C)C. Drug 2: CC(C)NC(=O)C1=CC=C(C=C1)CNNC.Cl. Cell line: SF-268. Synergy scores: CSS=-4.68, Synergy_ZIP=2.27, Synergy_Bliss=1.76, Synergy_Loewe=-4.63, Synergy_HSA=-3.29. (3) Drug 1: C1=NC(=NC(=O)N1C2C(C(C(O2)CO)O)O)N. Drug 2: CCC1(C2=C(COC1=O)C(=O)N3CC4=CC5=C(C=CC(=C5CN(C)C)O)N=C4C3=C2)O.Cl. Cell line: K-562. Synergy scores: CSS=61.5, Synergy_ZIP=-5.96, Synergy_Bliss=-6.94, Synergy_Loewe=-2.55, Synergy_HSA=0.352. (4) Drug 1: CCC1=CC2CC(C3=C(CN(C2)C1)C4=CC=CC=C4N3)(C5=C(C=C6C(=C5)C78CCN9C7C(C=CC9)(C(C(C8N6C)(C(=O)OC)O)OC(=O)C)CC)OC)C(=O)OC.C(C(C(=O)O)O)(C(=O)O)O. Drug 2: CC1C(C(=O)NC(C(=O)N2CCCC2C(=O)N(CC(=O)N(C(C(=O)O1)C(C)C)C)C)C(C)C)NC(=O)C3=C4C(=C(C=C3)C)OC5=C(C(=O)C(=C(C5=N4)C(=O)NC6C(OC(=O)C(N(C(=O)CN(C(=O)C7CCCN7C(=O)C(NC6=O)C(C)C)C)C)C(C)C)C)N)C. Cell line: HCT116. Synergy scores: CSS=39.8, Synergy_ZIP=10.2, Synergy_Bliss=12.7, Synergy_Loewe=12.6, Synergy_HSA=12.2. (5) Drug 1: CCC1=CC2CC(C3=C(CN(C2)C1)C4=CC=CC=C4N3)(C5=C(C=C6C(=C5)C78CCN9C7C(C=CC9)(C(C(C8N6C)(C(=O)OC)O)OC(=O)C)CC)OC)C(=O)OC.C(C(C(=O)O)O)(C(=O)O)O. Drug 2: C1C(C(OC1N2C=NC3=C2NC=NCC3O)CO)O. Cell line: MDA-MB-435. Synergy scores: CSS=35.4, Synergy_ZIP=-3.98, Synergy_Bliss=-8.90, Synergy_Loewe=-44.5, Synergy_HSA=-9.10. (6) Drug 1: CC1=C2C(C(=O)C3(C(CC4C(C3C(C(C2(C)C)(CC1OC(=O)C(C(C5=CC=CC=C5)NC(=O)OC(C)(C)C)O)O)OC(=O)C6=CC=CC=C6)(CO4)OC(=O)C)OC)C)OC. Drug 2: CN(C(=O)NC(C=O)C(C(C(CO)O)O)O)N=O. Cell line: OVCAR-8. Synergy scores: CSS=47.4, Synergy_ZIP=0.602, Synergy_Bliss=-3.50, Synergy_Loewe=-30.4, Synergy_HSA=-3.16. (7) Drug 2: CC12CCC3C(C1CCC2OP(=O)(O)O)CCC4=C3C=CC(=C4)OC(=O)N(CCCl)CCCl.[Na+]. Drug 1: C1=CC=C(C(=C1)C(C2=CC=C(C=C2)Cl)C(Cl)Cl)Cl. Cell line: MALME-3M. Synergy scores: CSS=2.51, Synergy_ZIP=1.80, Synergy_Bliss=5.42, Synergy_Loewe=-4.99, Synergy_HSA=-3.86.